This data is from Reaction yield outcomes from USPTO patents with 853,638 reactions. The task is: Predict the reaction yield, written as a fraction of the theoretical maximum amount of product (1.0 means a 100% yield; for example, 0.34 means a 34% yield). (1) The reactants are [CH:1]1([N:4]2[C:8]([N:9]3[CH2:15][CH2:14][CH2:13][C@@H:12]([NH:16][C:17](=[O:22])[C:18]([F:21])([F:20])[F:19])[CH2:11][CH2:10]3)=[C:7]([N+:23]([O-])=O)[CH:6]=[N:5]2)[CH2:3][CH2:2]1.[C:26]([O:30][C:31]([NH:33][C:34]1[S:38][C:37]([C:39]2[CH:44]=[CH:43][CH:42]=[CH:41][C:40]=2[F:45])=[N:36][C:35]=1[C:46](O)=[O:47])=[O:32])([CH3:29])([CH3:28])[CH3:27]. No catalyst specified. The product is [F:45][C:40]1[CH:41]=[CH:42][CH:43]=[CH:44][C:39]=1[C:37]1[S:38][C:34]([NH:33][C:31](=[O:32])[O:30][C:26]([CH3:28])([CH3:27])[CH3:29])=[C:35]([C:46](=[O:47])[NH:23][C:7]2[CH:6]=[N:5][N:4]([CH:1]3[CH2:3][CH2:2]3)[C:8]=2[N:9]2[CH2:15][CH2:14][CH2:13][C@@H:12]([NH:16][C:17](=[O:22])[C:18]([F:21])([F:20])[F:19])[CH2:11][CH2:10]2)[N:36]=1. The yield is 0.760. (2) The reactants are [Cl:1][C:2]1[C:3]([F:19])=[C:4]([CH:16]=[CH:17][CH:18]=1)[CH2:5][NH:6][C:7](=[NH:15])[CH:8](OCC)OCC.S(=O)(=O)(O)O. No catalyst specified. The product is [Cl:1][C:2]1[C:3]([F:19])=[C:4]2[C:16]([CH:8]=[C:7]([NH2:15])[N:6]=[CH:5]2)=[CH:17][CH:18]=1. The yield is 0.880. (3) The reactants are C(NC(C1SC(C2N=CNN=2)=CC=1C)=O)C1C=CC=CC=1.[CH3:22][C:23]1[CH:27]=[C:26]([C:28]2[N:32]=[CH:31][NH:30][N:29]=2)[S:25][C:24]=1[C:33]([NH:35][CH2:36][C:37]1[CH:38]=[N:39][CH:40]=[CH:41][CH:42]=1)=[O:34].[F:43][C:44]1[CH:51]=[CH:50][C:47]([CH2:48]Br)=[CH:46][CH:45]=1. No catalyst specified. The product is [F:43][C:44]1[CH:51]=[CH:50][C:47]([CH2:48][N:30]2[CH:31]=[N:32][C:28]([C:26]3[S:25][C:24]([C:33]([NH:35][CH2:36][C:37]4[CH:38]=[N:39][CH:40]=[CH:41][CH:42]=4)=[O:34])=[C:23]([CH3:22])[CH:27]=3)=[N:29]2)=[CH:46][CH:45]=1. The yield is 0.240.